From a dataset of Full USPTO retrosynthesis dataset with 1.9M reactions from patents (1976-2016). Predict the reactants needed to synthesize the given product. (1) Given the product [ClH:1].[CH:4]1([C:7]([NH:9][C:10]2[N:11]=[C:12]3[CH:17]=[CH:16][C:15]([O:18][C:19]4[CH:24]=[CH:23][C:22]([NH:25][C:26]([C:28]5[C:29](=[O:41])[N:30]([C:35]6[CH:36]=[CH:37][CH:38]=[CH:39][CH:40]=6)[C:31]([CH3:34])=[CH:32][CH:33]=5)=[O:27])=[CH:21][C:20]=4[F:42])=[CH:14][N:13]3[CH:43]=2)=[O:8])[CH2:6][CH2:5]1, predict the reactants needed to synthesize it. The reactants are: [ClH:1].CO.[CH:4]1([C:7]([NH:9][C:10]2[N:11]=[C:12]3[CH:17]=[CH:16][C:15]([O:18][C:19]4[CH:24]=[CH:23][C:22]([NH:25][C:26]([C:28]5[C:29](=[O:41])[N:30]([C:35]6[CH:40]=[CH:39][CH:38]=[CH:37][CH:36]=6)[C:31]([CH3:34])=[CH:32][CH:33]=5)=[O:27])=[CH:21][C:20]=4[F:42])=[CH:14][N:13]3[CH:43]=2)=[O:8])[CH2:6][CH2:5]1. (2) Given the product [NH2:23][C:21]1[CH:20]=[CH:19][N:18]=[C:6]([N:8]2[CH2:13][CH2:12][C@@H:11]([OH:14])[C@@H:10]([F:15])[CH2:9]2)[N:22]=1, predict the reactants needed to synthesize it. The reactants are: C(O[C:6]([N:8]1[CH2:13][CH2:12][C@@H:11]([OH:14])[C@@H:10]([F:15])[CH2:9]1)=O)(C)(C)C.ClC1[N:22]=[C:21]([NH2:23])[CH:20]=[CH:19][N:18]=1.C(N(CC)CC)C. (3) Given the product [CH:1]1([NH:6][N:7]2[C:16]3[C:11](=[CH:12][CH:13]=[CH:14][CH:15]=3)[C:10]([OH:17])=[C:9]([C:18]3[NH:23][C:22]4[CH:24]=[CH:25][CH:26]=[CH:27][C:21]=4[S:20](=[O:28])(=[O:29])[N:19]=3)[C:8]2=[O:30])[CH2:2][CH2:3][CH2:4][CH2:5]1, predict the reactants needed to synthesize it. The reactants are: [C:1]1(=[N:6][N:7]2[C:16]3[C:11](=[CH:12][CH:13]=[CH:14][CH:15]=3)[C:10]([OH:17])=[C:9]([C:18]3[NH:23][C:22]4[CH:24]=[CH:25][CH:26]=[CH:27][C:21]=4[S:20](=[O:29])(=[O:28])[N:19]=3)[C:8]2=[O:30])[CH2:5][CH2:4][CH2:3][CH2:2]1.CO.[BH4-].[Li+].Cl. (4) Given the product [Cl:31][C:11]1[C:12]([CH:14]([S:23][C:24]2[CH:25]=[CH:26][C:27]([Cl:30])=[CH:28][CH:29]=2)[C:15]2[CH:20]=[C:19]([F:21])[CH:18]=[CH:17][C:16]=2[F:22])=[CH:13][C:8]([NH:38][CH2:37][C:36]2[CH:39]=[CH:40][C:41]([O:42][CH3:43])=[C:34]([O:33][CH3:32])[CH:35]=2)=[N:9][CH:10]=1, predict the reactants needed to synthesize it. The reactants are: O1CCOCC1.Cl[C:8]1[CH:13]=[C:12]([CH:14]([S:23][C:24]2[CH:29]=[CH:28][C:27]([Cl:30])=[CH:26][CH:25]=2)[C:15]2[CH:20]=[C:19]([F:21])[CH:18]=[CH:17][C:16]=2[F:22])[C:11]([Cl:31])=[CH:10][N:9]=1.[CH3:32][O:33][C:34]1[CH:35]=[C:36]([CH:39]=[CH:40][C:41]=1[O:42][CH3:43])[CH2:37][NH2:38].